This data is from Full USPTO retrosynthesis dataset with 1.9M reactions from patents (1976-2016). The task is: Predict the reactants needed to synthesize the given product. Given the product [Br-:1].[CH:6]1[C:7]2[C:12](=[CH:11][CH:10]=[CH:9][CH:8]=2)[CH:13]=[CH:14][C:5]=1[C:3](=[O:4])[CH2:2][S+:15]1[CH2:19][CH2:18][CH2:17][CH2:16]1, predict the reactants needed to synthesize it. The reactants are: [Br:1][CH2:2][C:3]([C:5]1[CH:14]=[CH:13][C:12]2[C:7](=[CH:8][CH:9]=[CH:10][CH:11]=2)[CH:6]=1)=[O:4].[S:15]1[CH2:19][CH2:18][CH2:17][CH2:16]1.